This data is from Full USPTO retrosynthesis dataset with 1.9M reactions from patents (1976-2016). The task is: Predict the reactants needed to synthesize the given product. (1) The reactants are: [Br:1][C:2]1[CH:3]=[CH:4][C:5]([N+:10]([O-:12])=[O:11])=[C:6]([CH:9]=1)[CH:7]=O.[F:13][C:14]1[CH:20]=[CH:19][C:17]([NH2:18])=[CH:16][CH:15]=1. Given the product [Br:1][C:2]1[CH:3]=[CH:4][C:5]([N+:10]([O-:12])=[O:11])=[C:6]([CH:7]=[N:18][C:17]2[CH:19]=[CH:20][C:14]([F:13])=[CH:15][CH:16]=2)[CH:9]=1, predict the reactants needed to synthesize it. (2) Given the product [Br:1][C:2]1[CH:3]=[CH:4][C:5]([O:24][CH:37]([CH3:42])[CH3:38])=[C:6]([C:8]2[CH2:12][CH2:11][CH2:10][C:9]=2[C:13]2[N:18]=[C:17]([C:19]([O:21][CH2:22][CH3:23])=[O:20])[CH:16]=[CH:15][CH:14]=2)[CH:7]=1, predict the reactants needed to synthesize it. The reactants are: [Br:1][C:2]1[CH:3]=[CH:4][C:5]([OH:24])=[C:6]([C:8]2[CH2:12][CH2:11][CH2:10][C:9]=2[C:13]2[N:18]=[C:17]([C:19]([O:21][CH2:22][CH3:23])=[O:20])[CH:16]=[CH:15][CH:14]=2)[CH:7]=1.N(C(OCC)=O)=NC(OCC)=O.[C:37]1(P(C2C=CC=CC=2)C2C=CC=CC=2)[CH:42]=CC=C[CH:38]=1.C(O)C(C)C.